This data is from Full USPTO retrosynthesis dataset with 1.9M reactions from patents (1976-2016). The task is: Predict the reactants needed to synthesize the given product. (1) Given the product [F:1][C:2]1[C:3]2[NH:9][C:10](=[O:11])[NH:8][C:4]=2[CH:5]=[CH:6][CH:7]=1, predict the reactants needed to synthesize it. The reactants are: [F:1][C:2]1[CH:7]=[CH:6][CH:5]=[C:4]([NH2:8])[C:3]=1[NH2:9].[C:10](N1C=CN=C1)(N1C=CN=C1)=[O:11].N.O. (2) Given the product [C:12]([O:16][C:17]([N:19]1[CH2:24][CH2:23][N:22]2[N:25]=[C:26]([C:28]([F:31])([F:30])[F:29])[N:27]=[C:21]2[CH:20]1[CH2:32][N:4]1[CH:3]=[N:2][N:1]=[CH:5]1)=[O:18])([CH3:15])([CH3:14])[CH3:13], predict the reactants needed to synthesize it. The reactants are: [NH:1]1[CH:5]=[N:4][CH:3]=[N:2]1.C(=O)([O-])[O-].[K+].[K+].[C:12]([O:16][C:17]([N:19]1[CH2:24][CH2:23][N:22]2[N:25]=[C:26]([C:28]([F:31])([F:30])[F:29])[N:27]=[C:21]2[CH:20]1[CH2:32]OS(C)(=O)=O)=[O:18])([CH3:15])([CH3:14])[CH3:13]. (3) Given the product [CH3:50][O:49][C:43]1[CH:42]=[C:41]([CH2:40][CH2:39][N:31]([CH2:30][CH2:29][CH2:28][N:9]2[C:8](=[O:51])[C:7]([CH3:52])([CH3:53])[C:6]3[CH:5]=[C:4]([NH:61][CH:60]([O:68][CH3:65])[C:59]4[CH:58]=[CH:57][CH:56]=[CH:63][CH:62]=4)[C:13]4[N:14]=[C:15]([C:17]5[CH:22]=[CH:21][C:20]([CH3:23])=[C:19]([N+:24]([O-:26])=[O:25])[CH:18]=5)[NH:16][C:12]=4[C:11]=3[C:10]2=[O:27])[C:32](=[O:38])[O:33][C:34]([CH3:36])([CH3:35])[CH3:37])[CH:46]=[CH:45][C:44]=1[O:47][CH3:48], predict the reactants needed to synthesize it. The reactants are: N#N.Br[C:4]1[C:13]2[N:14]=[C:15]([C:17]3[CH:22]=[CH:21][C:20]([CH3:23])=[C:19]([N+:24]([O-:26])=[O:25])[CH:18]=3)[NH:16][C:12]=2[C:11]2[C:10](=[O:27])[N:9]([CH2:28][CH2:29][CH2:30][N:31]([CH2:39][CH2:40][C:41]3[CH:46]=[CH:45][C:44]([O:47][CH3:48])=[C:43]([O:49][CH3:50])[CH:42]=3)[C:32](=[O:38])[O:33][C:34]([CH3:37])([CH3:36])[CH3:35])[C:8](=[O:51])[C:7]([CH3:53])([CH3:52])[C:6]=2[CH:5]=1.CO[C:56]1[CH:63]=[CH:62][C:59]([CH2:60][NH2:61])=[CH:58][CH:57]=1.C[C:65]([O-:68])(C)C.[Na+]. (4) Given the product [Na+:44].[CH2:30]([NH:29][C:28]([C:12]1[N:11]([CH:33]([CH3:35])[CH3:34])[C:10]([CH2:9][CH2:8][C@@H:7]([OH:36])[CH2:6][C@@H:5]([OH:37])[CH2:4][C:3]([O-:38])=[O:2])=[C:14]([C:15]2[CH:16]=[CH:17][C:18]([F:21])=[CH:19][CH:20]=2)[C:13]=1[C:22]1[CH:27]=[CH:26][CH:25]=[CH:24][CH:23]=1)=[O:32])[CH3:31], predict the reactants needed to synthesize it. The reactants are: C[O:2][C:3](=[O:38])[CH2:4][C@H:5]([OH:37])[CH2:6][C@H:7]([OH:36])[CH2:8][CH2:9][C:10]1[N:11]([CH:33]([CH3:35])[CH3:34])[C:12]([C:28](=[O:32])[NH:29][CH2:30][CH3:31])=[C:13]([C:22]2[CH:27]=[CH:26][CH:25]=[CH:24][CH:23]=2)[C:14]=1[C:15]1[CH:20]=[CH:19][C:18]([F:21])=[CH:17][CH:16]=1.C(O)C.O.[OH-].[Na+:44]. (5) Given the product [NH2:9][C:3]1[N:4]=[CH:5][N:6]=[C:7]([NH:10][CH2:11][CH:12]2[CH2:13][CH2:14][N:15]([C:18](=[O:20])[CH:41]=[CH2:42])[CH2:16][CH2:17]2)[C:2]=1[C:29]1[CH:30]=[CH:31][C:26]([O:25][C:32]2[CH:37]=[CH:36][CH:35]=[CH:34][CH:33]=2)=[CH:27][CH:28]=1, predict the reactants needed to synthesize it. The reactants are: Cl[C:2]1[C:3]([NH2:9])=[N:4][CH:5]=[N:6][C:7]=1Cl.[NH2:10][CH2:11][CH:12]1[CH2:17][CH2:16][N:15]([C:18]([O:20]C(C)(C)C)=O)[CH2:14][CH2:13]1.[O:25]([C:32]1[CH:37]=[CH:36][C:35](B(O)O)=[CH:34][CH:33]=1)[C:26]1[CH:31]=[CH:30][CH:29]=[CH:28][CH:27]=1.[C:41](Cl)(=O)[CH:42]=C. (6) Given the product [N+:19]([C:15]1[CH:14]=[C:13]([CH:18]=[CH:17][CH:16]=1)[O:5][CH:3]1[CH2:4][O:1][CH2:2]1)([O-:21])=[O:20], predict the reactants needed to synthesize it. The reactants are: [O:1]1[CH2:4][CH:3]([OH:5])[CH2:2]1.CC([O-])(C)C.[K+].F[C:13]1[CH:18]=[CH:17][CH:16]=[C:15]([N+:19]([O-:21])=[O:20])[CH:14]=1. (7) Given the product [F:36][C:2]([F:35])([F:1])[S:3]([O:6][C:7]1[CH:8]=[C:9]([O:30][C:31]([F:32])([F:33])[F:34])[C:10]([C:13]2[N:14]=[N:15][C:16]([NH:19][CH:20]3[CH2:21][C:22]([CH3:29])([CH3:28])[NH:23][C:24]([CH3:26])([CH3:27])[CH2:25]3)=[CH:17][CH:18]=2)=[C:11]([OH:39])[CH:12]=1)(=[O:4])=[O:5], predict the reactants needed to synthesize it. The reactants are: [F:1][C:2]([F:36])([F:35])[S:3]([O:6][C:7]1[CH:12]=[CH:11][C:10]([C:13]2[N:14]=[N:15][C:16]([NH:19][CH:20]3[CH2:25][C:24]([CH3:27])([CH3:26])[NH:23][C:22]([CH3:29])([CH3:28])[CH2:21]3)=[CH:17][CH:18]=2)=[C:9]([O:30][C:31]([F:34])([F:33])[F:32])[CH:8]=1)(=[O:5])=[O:4].C(O)(=[O:39])C.C(O)(=O)C.IC1C=CC=CC=1. (8) Given the product [C:13]([O:14][C@@H:13]1[C@@H:15]([O:16][C:15](=[O:16])[CH3:17])[C@H:17]([O:18][C:19](=[O:20])[CH3:21])[C@@H:19]([CH2:21][O:22][C:27](=[O:29])[CH3:28])[O:20][CH:12]1[N:8]1[C:9]2[C:5](=[CH:4][CH:3]=[C:2]([CH3:1])[CH:10]=2)[CH2:6][CH2:7]1)(=[O:14])[CH3:12], predict the reactants needed to synthesize it. The reactants are: [CH3:1][C:2]1[CH:10]=[C:9]2[C:5]([CH2:6][CH2:7][NH:8]2)=[CH:4][CH:3]=1.O=[CH:12][C@@H:13]([C@H:15]([C@@H:17]([C@@H:19]([CH2:21][OH:22])[OH:20])[OH:18])[OH:16])[OH:14].C(O[C:27](=[O:29])[CH3:28])(=O)C.Cl. (9) Given the product [I:25][CH2:2][C:3]1[CH:8]=[CH:7][C:6]([C@H:9]([O:18][CH:19]2[CH2:24][CH2:23][CH2:22][CH2:21][O:20]2)[C:10]2[CH:11]=[C:12]([CH:15]=[CH:16][CH:17]=2)[C:13]#[N:14])=[CH:5][CH:4]=1, predict the reactants needed to synthesize it. The reactants are: O[CH2:2][C:3]1[CH:8]=[CH:7][C:6]([C@H:9]([O:18][CH:19]2[CH2:24][CH2:23][CH2:22][CH2:21][O:20]2)[C:10]2[CH:11]=[C:12]([CH:15]=[CH:16][CH:17]=2)[C:13]#[N:14])=[CH:5][CH:4]=1.[I:25]I.C1(P(C2C=CC=CC=2)C2C=CC=CC=2)C=CC=CC=1.N1C=CN=C1.S([O-])([O-])(=O)=S.[Na+].[Na+].